This data is from HIV replication inhibition screening data with 41,000+ compounds from the AIDS Antiviral Screen. The task is: Binary Classification. Given a drug SMILES string, predict its activity (active/inactive) in a high-throughput screening assay against a specified biological target. (1) The compound is c1ccc(CC(c2ccccc2)N2CCOCC2)cc1. The result is 0 (inactive). (2) The compound is CCOC(=O)C=CC1OC(C)(C)OC1C=CC(=O)OCC. The result is 0 (inactive). (3) The compound is CN1C2CC(=O)CC1C1OC(c3ccccc3)OC12. The result is 0 (inactive). (4) The result is 0 (inactive). The drug is CCOP(=O)(OCC)C(=Cc1cccs1)CC(C)=O. (5) The drug is COc1cc(C(Cc2ccccc2)NC(C)=O)oc(=O)c1. The result is 0 (inactive). (6) The result is 0 (inactive). The compound is O=C(Nc1ccc(Br)cc1)c1cc(Br)ccc1O. (7) The drug is N#Cc1c2c(c(N3CCOCC3)n3c1nc1ccccc13)CCCC2. The result is 0 (inactive).